The task is: Predict the product of the given reaction.. This data is from Forward reaction prediction with 1.9M reactions from USPTO patents (1976-2016). Given the reactants [CH3:1][O:2][CH2:3][CH2:4][C:5]1[N:6]([CH2:19][CH2:20][CH3:21])[C:7]2[C:16]3[CH:15]=[CH:14][C:13]([OH:17])=[CH:12][C:11]=3[N:10]=[CH:9][C:8]=2[N:18]=1.C(OC1C=C(C=CC=1)N)C1C=CC=CC=1.COCCC(Cl)=O.C(OC1C=CC(N)=CC=1)C1C=CC=CC=1.C(OCC(Cl)=O)C.N(C(OC(C)C)=O)=NC(OC(C)C)=O.C1(P(C2C=CC=CC=2)C2C=CC=CC=2)C=CC=CC=1.[CH3:99][S:100][CH2:101][CH2:102][CH2:103]O, predict the reaction product. The product is: [CH3:1][O:2][CH2:3][CH2:4][C:5]1[N:6]([CH2:19][CH2:20][CH3:21])[C:7]2[C:16]3[CH:15]=[CH:14][C:13]([O:17][CH2:103][CH2:102][CH2:101][S:100][CH3:99])=[CH:12][C:11]=3[N:10]=[CH:9][C:8]=2[N:18]=1.